The task is: Predict the reactants needed to synthesize the given product.. This data is from Full USPTO retrosynthesis dataset with 1.9M reactions from patents (1976-2016). (1) The reactants are: [F:1][C:2]1[CH:7]=[CH:6][C:5]([CH2:8][CH2:9][OH:10])=[CH:4][C:3]=1[C:11]1[CH:12]=[N:13][N:14]([CH3:16])[CH:15]=1.[C:17]([O:21][C:22]([CH3:25])([CH3:24])[CH3:23])(=[O:20])[CH:18]=[CH2:19]. Given the product [F:1][C:2]1[CH:7]=[CH:6][C:5]([CH2:8][CH2:9][O:10][CH2:19][CH2:18][C:17]([O:21][C:22]([CH3:25])([CH3:24])[CH3:23])=[O:20])=[CH:4][C:3]=1[C:11]1[CH:12]=[N:13][N:14]([CH3:16])[CH:15]=1, predict the reactants needed to synthesize it. (2) Given the product [F:1][C:2]1[C:7]([O:8][CH3:9])=[CH:6][C:5]([O:10][CH3:11])=[C:4]([F:12])[C:3]=1[N:13]1[CH2:18][C:17]2[CH:19]=[N:20][C:21]3[N:25]([S:26]([C:29]4[CH:30]=[CH:31][CH:32]=[CH:33][CH:34]=4)(=[O:27])=[O:28])[C:24]([CH:51]([OH:52])[C:49]4[CH:48]=[N:47][N:46]([CH3:45])[CH:50]=4)=[CH:23][C:22]=3[C:16]=2[N:15]([CH3:35])[C:14]1=[O:36], predict the reactants needed to synthesize it. The reactants are: [F:1][C:2]1[C:7]([O:8][CH3:9])=[CH:6][C:5]([O:10][CH3:11])=[C:4]([F:12])[C:3]=1[N:13]1[CH2:18][C:17]2[CH:19]=[N:20][C:21]3[N:25]([S:26]([C:29]4[CH:34]=[CH:33][CH:32]=[CH:31][CH:30]=4)(=[O:28])=[O:27])[CH:24]=[CH:23][C:22]=3[C:16]=2[N:15]([CH3:35])[C:14]1=[O:36].C([N-]C(C)C)(C)C.[Li+].[CH3:45][N:46]1[CH:50]=[C:49]([CH:51]=[O:52])[CH:48]=[N:47]1. (3) The reactants are: [F:1][C:2]1[CH:33]=[CH:32][C:5]([O:6][C:7]2[CH:8]=[C:9]([NH:13][C:14]([CH:16]3[CH2:21][CH2:20][N:19]([C:22]4[C:23]5[C:30]([CH3:31])=[CH:29][NH:28][C:24]=5[N:25]=[CH:26][N:27]=4)[CH2:18][CH2:17]3)=O)[CH:10]=[CH:11][CH:12]=2)=[CH:4][CH:3]=1.[H-].[Al+3].[Li+].[H-].[H-].[H-]. Given the product [F:1][C:2]1[CH:33]=[CH:32][C:5]([O:6][C:7]2[CH:8]=[C:9]([NH:13][CH2:14][CH:16]3[CH2:21][CH2:20][N:19]([C:22]4[C:23]5[C:30]([CH3:31])=[CH:29][NH:28][C:24]=5[N:25]=[CH:26][N:27]=4)[CH2:18][CH2:17]3)[CH:10]=[CH:11][CH:12]=2)=[CH:4][CH:3]=1, predict the reactants needed to synthesize it. (4) Given the product [F:16][C:17]1[CH:18]=[C:19]([N:33]2[CH2:37][C@@H:36]([CH2:38][NH+:39]([O-:6])[C:40](=[O:42])[CH3:41])[O:35][C:34]2=[O:43])[CH:20]=[CH:21][C:22]=1[N:23]1[CH2:28][CH2:27][N:26]([S:29]([CH3:32])(=[O:31])=[O:30])[CH2:25][CH2:24]1, predict the reactants needed to synthesize it. The reactants are: OO.FC(F)(F)C(OC(=O)C(F)(F)F)=[O:6].[F:16][C:17]1[CH:18]=[C:19]([N:33]2[CH2:37][C@H:36]([CH2:38][NH:39][C:40](=[O:42])[CH3:41])[O:35][C:34]2=[O:43])[CH:20]=[CH:21][C:22]=1[N:23]1[CH2:28][CH2:27][N:26]([S:29]([CH3:32])(=[O:31])=[O:30])[CH2:25][CH2:24]1. (5) The reactants are: C([C:4]1[CH:10]=[CH:9][CH:8]=[CH:7][C:5]=1[NH2:6])(C)C.I[C:12]1[CH:18]=[CH:17][C:15]([NH2:16])=[C:14](C(C)C)[CH:13]=1.NC1C=CC=CC=1.IC1C=CC(N=C=S)=C(C(C)C)C=1.[OH:42]CCN.O=S(Cl)[Cl:48]. Given the product [NH2:6][C:5]1([CH2:4][OH:42])[CH2:7][CH2:8][CH2:9][CH2:10]1.[ClH:48].[NH2:16][C:15]1([CH2:14][Cl:48])[CH2:13][CH2:12][CH2:18][CH2:17]1, predict the reactants needed to synthesize it. (6) Given the product [O:22]1[CH2:26][CH2:25][CH:24]([NH:27][C:18]([C:14]2[S:13][C:12]([CH2:11][CH2:10][C:9]3[C:5]([CH2:1][CH2:2][CH2:3][CH3:4])=[N:6][O:7][C:8]=3[CH3:21])=[N:16][C:15]=2[CH3:17])=[O:20])[CH2:23]1, predict the reactants needed to synthesize it. The reactants are: [CH2:1]([C:5]1[C:9]([CH2:10][CH2:11][C:12]2[S:13][C:14]([C:18]([OH:20])=O)=[C:15]([CH3:17])[N:16]=2)=[C:8]([CH3:21])[O:7][N:6]=1)[CH2:2][CH2:3][CH3:4].[O:22]1[CH2:26][CH2:25][CH:24]([NH2:27])[CH2:23]1.